This data is from Catalyst prediction with 721,799 reactions and 888 catalyst types from USPTO. The task is: Predict which catalyst facilitates the given reaction. (1) Reactant: [Cl:1][C:2]1[CH:7]=[N:6][CH:5]=[C:4]([Cl:8])[N:3]=1.[Li+].[Cl-].Br[CH2:12][C:13](=[CH2:19])[C:14]([O:16][CH2:17][CH3:18])=[O:15].C([Cu])#N. Product: [Cl:1][C:2]1[C:7]([CH2:19][C:13](=[CH2:12])[C:14]([O:16][CH2:17][CH3:18])=[O:15])=[N:6][CH:5]=[C:4]([Cl:8])[N:3]=1. The catalyst class is: 1. (2) Reactant: [CH2:1]1[C:9]2[C:8]3[CH:10]=[CH:11][CH:12]=[CH:13][C:7]=3[O:6][C:5]=2[CH2:4][CH2:3][CH:2]1[NH2:14].[CH3:15][CH:16]([CH3:22])[CH2:17][CH2:18][C:19](Cl)=[O:20].C(N(CC)CC)C. Product: [CH3:15][CH:16]([CH3:22])[CH2:17][CH2:18][C:19]([NH:14][C:2]1[CH:3]=[CH:4][C:5]2[O:6][C:7]3[CH2:13][CH2:12][CH2:11][CH2:10][C:8]=3[C:9]=2[CH:1]=1)=[O:20]. The catalyst class is: 7. (3) Reactant: C1(C)C(S(O)(=O)=O)=CC=CC=1.[NH2:12][C:13]1[N:14]=[C:15]([C:24]2[CH:29]=[CH:28][C:27]([Cl:30])=[CH:26][C:25]=2[Cl:31])[C:16]2[CH:21]=[C:20]([CH:22]=O)[S:19][C:17]=2[N:18]=1.C1(C)C=CC(S(N)(=O)=O)=CC=1. Product: [Cl:31][C:25]1[CH:26]=[C:27]([Cl:30])[CH:28]=[CH:29][C:24]=1[C:15]1[C:16]2[CH:21]=[C:20]([C:22]3[NH:12][CH:13]=[N:14][CH:15]=3)[S:19][C:17]=2[N:18]=[C:13]([NH2:12])[N:14]=1. The catalyst class is: 11. (4) Reactant: [OH:1][C:2]1[CH:15]=[CH:14][C:5]([O:6][CH:7]([CH2:12][CH3:13])[C:8]([NH:10][CH3:11])=[O:9])=[CH:4][CH:3]=1.Br[CH2:17][C:18]1[CH:25]=[CH:24][C:21]([C:22]#[N:23])=[CH:20][CH:19]=1.C(=O)([O-])[O-].[K+].[K+]. Product: [C:22]([C:21]1[CH:24]=[CH:25][C:18]([CH2:17][O:1][C:2]2[CH:3]=[CH:4][C:5]([O:6][CH:7]([CH2:12][CH3:13])[C:8]([NH:10][CH3:11])=[O:9])=[CH:14][CH:15]=2)=[CH:19][CH:20]=1)#[N:23]. The catalyst class is: 131. (5) Reactant: [NH2:1][C:2]1[CH:7]=[CH:6][C:5]([N:8]([CH3:12])[C:9](=[O:11])[CH3:10])=[CH:4][CH:3]=1.N1C=CC=CC=1.Cl[C:20]([O:22][CH2:23][C:24]([Cl:27])([Cl:26])[Cl:25])=[O:21]. Product: [C:9]([N:8]([CH3:12])[C:5]1[CH:4]=[CH:3][C:2]([NH:1][C:20](=[O:21])[O:22][CH2:23][C:24]([Cl:27])([Cl:26])[Cl:25])=[CH:7][CH:6]=1)(=[O:11])[CH3:10]. The catalyst class is: 7.